Predict the reaction yield, written as a fraction of the theoretical maximum amount of product (1.0 means a 100% yield; for example, 0.34 means a 34% yield). From a dataset of Reaction yield outcomes from USPTO patents with 853,638 reactions. (1) The reactants are S(Cl)([Cl:3])=O.O[CH2:6][CH2:7][S:8][C:9]1[CH:14]=[CH:13][N:12]=[CH:11][CH:10]=1. The catalyst is ClC(Cl)Cl. The product is [ClH:3].[Cl:3][CH2:6][CH2:7][S:8][C:9]1[CH:14]=[CH:13][N:12]=[CH:11][CH:10]=1. The yield is 0.260. (2) The reactants are [CH2:1]([N:3]1[CH2:7][C:6](=[O:8])[N:5]([C@@H:9]2[CH2:13][CH2:12][NH:11][CH2:10]2)[C:4]1=[O:14])[CH3:2].[F:15][C:16]1[CH:24]=[CH:23][C:22]([CH:25]=[O:26])=[CH:21][C:17]=1[C:18](O)=[O:19].F[P-](F)(F)(F)(F)F.N1(OC(N(C)C)=[N+](C)C)C2C=CC=CC=2N=N1.C(N(CC)C(C)C)(C)C. No catalyst specified. The product is [CH2:1]([N:3]1[CH2:7][C:6](=[O:8])[N:5]([C@@H:9]2[CH2:13][CH2:12][N:11]([C:18]([C:17]3[CH:21]=[C:22]([CH:23]=[CH:24][C:16]=3[F:15])[CH:25]=[O:26])=[O:19])[CH2:10]2)[C:4]1=[O:14])[CH3:2]. The yield is 0.560. (3) The reactants are Cl.[CH3:2][C@H:3]([NH2:10])[C:4]1[CH:9]=[CH:8][CH:7]=[CH:6][CH:5]=1.[C-:11]#[N:12].[K+].[CH3:14][CH:15]([CH2:18][CH3:19])[CH:16]=O.[CH3:20]O.O. No catalyst specified. The product is [CH2:14]([CH:15]([CH2:18][CH3:19])[C@H:16]([NH:10][C@H:3]([C:4]1[CH:9]=[CH:8][CH:7]=[CH:6][CH:5]=1)[CH3:2])[C:11]#[N:12])[CH3:20]. The yield is 0.740. (4) The reactants are [CH3:1][C@@H:2]1[NH:8][CH2:7][C:6]2[CH:9]=[CH:10][C:11]([C:13]([O:15][CH3:16])=[O:14])=[CH:12][C:5]=2[O:4][CH2:3]1.CN(C(ON1N=NC2C=CC=NC1=2)=[N+](C)C)C.F[P-](F)(F)(F)(F)F.[CH3:41][C:42]1([C:48](O)=[O:49])[CH2:47][CH2:46][O:45][CH2:44][CH2:43]1.CCN(C(C)C)C(C)C. The catalyst is CN(C=O)C.O. The product is [CH3:1][C@@H:2]1[N:8]([C:48]([C:42]2([CH3:41])[CH2:47][CH2:46][O:45][CH2:44][CH2:43]2)=[O:49])[CH2:7][C:6]2[CH:9]=[CH:10][C:11]([C:13]([O:15][CH3:16])=[O:14])=[CH:12][C:5]=2[O:4][CH2:3]1. The yield is 0.330. (5) The reactants are Cl[C:2]1[C:7]2[O:8][CH2:9][CH2:10][N:11]([CH:12]3[CH2:17][CH2:16][N:15]([C:18]([O:20][CH:21]([CH3:23])[CH3:22])=[O:19])[CH2:14][CH2:13]3)[C:6]=2[N:5]=[CH:4][N:3]=1.[F:24][C:25]1[CH:26]=[C:27]([CH:30]=[CH:31][C:32]=1[OH:33])[C:28]#[N:29].C([O-])([O-])=O.[K+].[K+]. The catalyst is CN(C=O)C.CO. The product is [C:28]([C:27]1[CH:30]=[CH:31][C:32]([O:33][C:2]2[C:7]3[O:8][CH2:9][CH2:10][N:11]([CH:12]4[CH2:17][CH2:16][N:15]([C:18]([O:20][CH:21]([CH3:23])[CH3:22])=[O:19])[CH2:14][CH2:13]4)[C:6]=3[N:5]=[CH:4][N:3]=2)=[C:25]([F:24])[CH:26]=1)#[N:29]. The yield is 0.0772.